This data is from Reaction yield outcomes from USPTO patents with 853,638 reactions. The task is: Predict the reaction yield, written as a fraction of the theoretical maximum amount of product (1.0 means a 100% yield; for example, 0.34 means a 34% yield). (1) The reactants are [CH3:1][O:2][C:3]([NH:5][C@H:6]([C:11]([N:13]1[CH2:17][C@@H:16]([CH2:18][O:19][CH3:20])[CH2:15][C@H:14]1[C:21]1[NH:25][C:24]2[C:26]3[C:31]([CH:32]=[CH:33][C:23]=2[N:22]=1)=[CH:30][C:29]1[C:34]2[C:39]([CH2:40][O:41][C:28]=1[CH:27]=3)=[CH:38][C:37]([C:42]1[NH:46][C:45]([C@@H:47]3[CH2:51][CH2:50][CH2:49][N:48]3C(OC(C)(C)C)=O)=[N:44][CH:43]=1)=[CH:36][CH:35]=2)=[O:12])[C@@H:7]([CH3:10])[O:8][CH3:9])=[O:4].Cl.[CH3:60][O:61][C:62]([NH:64][C@H:65]([C:69]1[CH:74]=[CH:73][CH:72]=[CH:71][CH:70]=1)[C:66]([OH:68])=O)=[O:63].CCN(C(C)C)C(C)C.CCOC(C(C#N)=NOC(N1CCOCC1)=[N+](C)C)=O.F[P-](F)(F)(F)(F)F. The catalyst is C(Cl)Cl.CO.CN(C=O)C.[Li+].[OH-]. The product is [CH3:1][O:2][C:3]([NH:5][C@@H:6]([CH:7]([O:8][CH3:9])[CH3:10])[C:11]([N:13]1[CH2:17][C@@H:16]([CH2:18][O:19][CH3:20])[CH2:15][C@H:14]1[C:21]1[NH:25][C:24]2[C:26]3[C:31]([CH:32]=[CH:33][C:23]=2[N:22]=1)=[CH:30][C:29]1[C:34]2[C:39]([CH2:40][O:41][C:28]=1[CH:27]=3)=[CH:38][C:37]([C:42]1[NH:46][C:45]([C@@H:47]3[CH2:51][CH2:50][CH2:49][N:48]3[C:66](=[O:68])[C@H:65]([NH:64][C:62](=[O:63])[O:61][CH3:60])[C:69]3[CH:74]=[CH:73][CH:72]=[CH:71][CH:70]=3)=[N:44][CH:43]=1)=[CH:36][CH:35]=2)=[O:12])=[O:4]. The yield is 0.610. (2) The catalyst is CO. The reactants are [BH4-].[Na+].[CH3:3][O:4][C:5]1[CH:6]=[C:7]2[C:12](=[CH:13][CH:14]=1)[C:11]([C:15]1[S:16][CH:17]=[CH:18][CH:19]=1)=[N:10][CH2:9][CH2:8]2. The product is [CH3:3][O:4][C:5]1[CH:6]=[C:7]2[C:12](=[CH:13][CH:14]=1)[CH:11]([C:15]1[S:16][CH:17]=[CH:18][CH:19]=1)[NH:10][CH2:9][CH2:8]2. The yield is 0.890. (3) The reactants are Br[CH2:2][C:3]([O:5][CH2:6][CH3:7])=[O:4].[CH3:8][C@@H:9]([NH2:16])[C:10]1[CH:15]=[CH:14][CH:13]=[CH:12][CH:11]=1.C(N(C(C)C)C(C)C)C. The catalyst is C1(C)C=CC=CC=1. The product is [C:10]1([C@H:9]([NH:16][CH2:2][C:3]([O:5][CH2:6][CH3:7])=[O:4])[CH3:8])[CH:15]=[CH:14][CH:13]=[CH:12][CH:11]=1. The yield is 0.630. (4) The reactants are [CH2:1]([N:3]([CH2:16][CH3:17])[C:4](=[O:15])[C:5]1[CH:10]=[CH:9][C:8](F)=[C:7]([N+:12]([O-:14])=[O:13])[CH:6]=1)[CH3:2].[N:18]1([CH2:24][CH2:25][NH2:26])[CH2:23][CH2:22][CH2:21][CH2:20][CH2:19]1. The catalyst is CCO.Cl. The product is [CH2:1]([N:3]([CH2:16][CH3:17])[C:4](=[O:15])[C:5]1[CH:10]=[CH:9][C:8]([NH:26][CH2:25][CH2:24][N:18]2[CH2:23][CH2:22][CH2:21][CH2:20][CH2:19]2)=[C:7]([N+:12]([O-:14])=[O:13])[CH:6]=1)[CH3:2]. The yield is 0.570. (5) The reactants are [F:1][C:2]1[CH:3]=[C:4]2[C:9](=[CH:10][CH:11]=1)[NH:8][C:7](=O)[CH:6]=[N:5]2.[F:13][C:14]1[CH:23]=[C:22]2[C:17]([N:18]=[CH:19][C:20](=O)[NH:21]2)=[CH:16][CH:15]=1.O=P(Cl)(Cl)[Cl:27]. No catalyst specified. The product is [Cl:27][C:7]1[CH:6]=[N:5][C:4]2[C:9](=[CH:10][CH:11]=[C:2]([F:1])[CH:3]=2)[N:8]=1.[Cl:27][C:20]1[CH:19]=[N:18][C:17]2[C:22](=[CH:23][C:14]([F:13])=[CH:15][CH:16]=2)[N:21]=1. The yield is 0.440. (6) The reactants are [CH:1]1([CH2:8][C:9]([C:11]2[C:19]3[C:14](=[CH:15][CH:16]=[CH:17][C:18]=3C)[N:13]([CH2:21][CH2:22][OH:23])[CH:12]=2)=O)[CH2:7][CH2:6][CH2:5][CH2:4][CH2:3][CH2:2]1.[NH2:24][OH:25].[ClH:26].N1C=CC=CC=1. The catalyst is CO. The product is [Cl:26][C:18]1[CH:17]=[CH:16][CH:15]=[C:14]2[C:19]=1[C:11]([C:9](=[N:24][OH:25])[CH2:8][CH:1]1[CH2:7][CH2:6][CH2:5][CH2:4][CH2:3][CH2:2]1)=[CH:12][N:13]2[CH2:21][CH2:22][OH:23]. The yield is 0.870. (7) The reactants are [F:1][C:2]1[CH:10]=[CH:9][CH:8]=[C:7]2[C:3]=1[C:4]([C:11]([O:13][CH3:14])=[O:12])=[N:5][NH:6]2.F[C:16]1[CH:21]=[C:20]([I:22])[CH:19]=[CH:18][N:17]=1. The yield is 0.270. The product is [F:1][C:2]1[CH:10]=[CH:9][CH:8]=[C:7]2[C:3]=1[C:4]([C:11]([O:13][CH3:14])=[O:12])=[N:5][N:6]2[C:16]1[CH:21]=[C:20]([I:22])[CH:19]=[CH:18][N:17]=1. No catalyst specified. (8) The reactants are [CH3:1][O:2][C:3]1[N:8]=[N:7][C:6]([N:9]2[C:13]([C:14]3[CH:19]=[N:18][CH:17]=[CH:16][N:15]=3)=[CH:12][C:11]([C:20]([OH:22])=O)=[N:10]2)=[CH:5][CH:4]=1.[C:23]([NH2:27])([CH3:26])([CH3:25])[CH3:24]. No catalyst specified. The product is [C:23]([NH:27][C:20]([C:11]1[CH:12]=[C:13]([C:14]2[CH:19]=[N:18][CH:17]=[CH:16][N:15]=2)[N:9]([C:6]2[N:7]=[N:8][C:3]([O:2][CH3:1])=[CH:4][CH:5]=2)[N:10]=1)=[O:22])([CH3:26])([CH3:25])[CH3:24]. The yield is 0.750. (9) The reactants are FC(F)(F)C1C=C(NC(=O)NC2C=CC(C3SC(CCC(OC)=O)=NC=3)=CC=2)C=CC=1.[NH2:32][C:33]1[CH:38]=[CH:37][C:36]([C:39]2[S:43][C:42]([CH2:44][CH2:45][NH:46][C:47](=[O:53])[O:48][C:49]([CH3:52])([CH3:51])[CH3:50])=[N:41][CH:40]=2)=[CH:35][CH:34]=1.[Cl:54][C:55]1[CH:60]=[CH:59][CH:58]=[CH:57][C:56]=1[N:61]=[C:62]=[O:63]. No catalyst specified. The product is [Cl:54][C:55]1[CH:60]=[CH:59][CH:58]=[CH:57][C:56]=1[NH:61][C:62](=[O:63])[NH:32][C:33]1[CH:38]=[CH:37][C:36]([C:39]2[S:43][C:42]([CH2:44][CH2:45][NH:46][C:47](=[O:53])[O:48][C:49]([CH3:50])([CH3:52])[CH3:51])=[N:41][CH:40]=2)=[CH:35][CH:34]=1. The yield is 0.800. (10) The reactants are Br[C:2]1[N:3]([C:13]2[N:14]=[CH:15][N:16]=[C:17]([NH2:20])[C:18]=2[N:19]=1)[C@@H:4]1[O:12][C@H:9]([CH2:10][OH:11])[C@@H:7]([OH:8])[C@H:5]1[OH:6].[CH3:21][NH:22][NH2:23]. The catalyst is CN(C=O)C. The product is [NH2:20][C:17]1[N:16]=[CH:15][N:14]=[C:13]2[C:18]=1[N:19]=[C:2]([NH:23][NH:22][CH3:21])[N:3]2[CH:4]1[CH:5]([OH:6])[CH:7]([OH:8])[CH:9]([CH2:10][OH:11])[O:12]1. The yield is 1.00.